Predict the reactants needed to synthesize the given product. From a dataset of Full USPTO retrosynthesis dataset with 1.9M reactions from patents (1976-2016). (1) Given the product [Cl:36][C:37]([F:46])([F:47])[O:38][C:39]1[CH:40]=[CH:41][C:42]([NH:43][C:11](=[O:13])[C:10]2[CH:14]=[C:15]([C:16]3[CH:17]=[N:18][CH:19]=[N:20][CH:21]=3)[C:7]([N:4]3[CH2:5][CH2:6][C@@H:2]([OH:1])[CH2:3]3)=[N:8][CH:9]=2)=[CH:44][CH:45]=1, predict the reactants needed to synthesize it. The reactants are: [OH:1][C@@H:2]1[CH2:6][CH2:5][N:4]([C:7]2[C:15]([C:16]3[CH:17]=[N:18][CH:19]=[N:20][CH:21]=3)=[CH:14][C:10]([C:11]([OH:13])=O)=[CH:9][N:8]=2)[CH2:3]1.C1C=CC2N(O)N=NC=2C=1.C(Cl)CCl.[Cl:36][C:37]([F:47])([F:46])[O:38][C:39]1[CH:45]=[CH:44][C:42]([NH2:43])=[CH:41][CH:40]=1. (2) Given the product [N:36]1([C:42]([NH:12][C:13]2([C:19]([O:21][CH2:22][C:23]3[CH:24]=[CH:25][CH:26]=[CH:27][CH:28]=3)=[O:20])[CH2:18][CH2:17][CH2:16][CH2:15][CH2:14]2)=[O:43])[CH2:41][CH2:40][O:39][CH2:38][CH2:37]1, predict the reactants needed to synthesize it. The reactants are: C1(C)C=CC(S(O)(=O)=O)=CC=1.[NH2:12][C:13]1([C:19]([O:21][CH2:22][C:23]2[CH:28]=[CH:27][CH:26]=[CH:25][CH:24]=2)=[O:20])[CH2:18][CH2:17][CH2:16][CH2:15][CH2:14]1.C(N(CC)CC)C.[N:36]1([C:42](Cl)=[O:43])[CH2:41][CH2:40][O:39][CH2:38][CH2:37]1. (3) Given the product [CH3:1][C:2]([C@:4]1([O:92][C:50]([CH3:51])=[O:52])[C@@:8]2([CH3:26])[CH2:9][CH2:10][C@@H:11]3[C@:16]4([CH3:25])[C:15](=[CH:20][C:19]([CH2:18][CH2:17]4)=[O:29])[CH2:14][CH2:13][C@H:12]3[C@@H:7]2[CH2:6][CH2:5]1)=[O:3], predict the reactants needed to synthesize it. The reactants are: [CH3:1][C:2]([C:4]1[C@@:8]2([CH3:26])[CH2:9][CH2:10][C@@H:11]3[C@@:16]4([CH3:25])[CH2:17][CH2:18][C@@H:19](OC(C)=O)[CH2:20][C:15]4=[CH:14][CH2:13][CH:12]3[C@@H:7]2[CH2:6][CH:5]=1)=[O:3].OO.[OH-:29].[Na+].Br.CC([C@]1(O)[C@@]2(C)CC[C@@H]3[C@@]4(C)CC[C@H:50]([OH:52])[CH2:51]C4=CC[C@H]3[C@@H]2CC1)=O.C([O-])(=O)C.C(OC(=O)C)(=O)C.C1(C)C=CC(S(O)(=O)=O)=CC=1.[O-]CCC.[Al+3].[O-]CCC.[O-]CCC.C[OH:92]. (4) The reactants are: [C:1]([O:5][C:6]([NH:8][C@H:9]([CH2:14][C:15]1[CH:20]=[CH:19][C:18]([OH:21])=[CH:17][CH:16]=1)[C:10]([O:12][CH3:13])=[O:11])=[O:7])([CH3:4])([CH3:3])[CH3:2].[C:22]([O-])([O-])=O.[K+].[K+].Br[CH2:29][CH2:30][O:31][CH3:32]. Given the product [C:1]([O:5][C:6]([NH:8][C@H:9]([CH2:14][C:15]1[CH:20]=[CH:19][C:18]([O:21][CH2:29][CH2:30][O:31][CH2:32][CH3:22])=[CH:17][CH:16]=1)[C:10]([O:12][CH3:13])=[O:11])=[O:7])([CH3:4])([CH3:2])[CH3:3], predict the reactants needed to synthesize it.